Dataset: Reaction yield outcomes from USPTO patents with 853,638 reactions. Task: Predict the reaction yield, written as a fraction of the theoretical maximum amount of product (1.0 means a 100% yield; for example, 0.34 means a 34% yield). (1) The reactants are [NH:1]1[CH2:6][CH2:5][CH:4]([C:7]2[N:11]3[C:12]4[CH:18]=[CH:17][NH:16][C:13]=4[N:14]=[CH:15][C:10]3=[N:9][N:8]=2)[CH2:3][CH2:2]1.N1C=CC=CC=1.[C:25]([CH2:27][C:28](OC1C(F)=C(F)C(F)=C(F)C=1F)=[O:29])#[N:26]. The catalyst is CN(C=O)C. The product is [C:7]1([CH:4]2[CH2:3][CH2:2][N:1]([C:28](=[O:29])[CH2:27][C:25]#[N:26])[CH2:6][CH2:5]2)[N:11]2[C:12]3[CH:18]=[CH:17][NH:16][C:13]=3[N:14]=[CH:15][C:10]2=[N:9][N:8]=1. The yield is 0.0400. (2) The reactants are [CH2:1]([Li])[CH2:2][CH2:3]C.CCCCCC.[NH:12]1[C:21]2[C:16](=[CH:17][CH:18]=[CH:19][CH:20]=2)[CH2:15][CH2:14][CH2:13]1.ClCCCI.C([O-])([O-])=O.[K+].[K+].[CH2:33]([CH:37]1[CH2:42][CH2:41][NH:40][CH2:39][CH2:38]1)[CH2:34][CH2:35][CH3:36]. The catalyst is O1CCCC1.O. The product is [CH2:33]([CH:37]1[CH2:42][CH2:41][N:40]([CH2:1][CH2:2][CH2:3][N:12]2[C:21]3[C:16](=[CH:17][CH:18]=[CH:19][CH:20]=3)[CH2:15][CH2:14][CH2:13]2)[CH2:39][CH2:38]1)[CH2:34][CH2:35][CH3:36]. The yield is 0.350. (3) The reactants are [F:1][C:2]([F:11])([F:10])[C:3]1[O:7][C:6]([CH:8]=[O:9])=[CH:5][CH:4]=1.[CH3:12][Mg+].[Br-].[NH4+].[Cl-]. The catalyst is C1COCC1. The product is [F:11][C:2]([F:10])([F:1])[C:3]1[O:7][C:6]([CH:8]([OH:9])[CH3:12])=[CH:5][CH:4]=1. The yield is 0.970. (4) The reactants are [C:1]([O:5][C:6]([N:8]1[CH2:12][CH:11]([C:13]#[N:14])[CH2:10][CH:9]1[C:15]1[NH:16][C:17]([C:20]2[CH:25]=[CH:24][C:23](B3OC(C)(C)C(C)(C)O3)=[CH:22][CH:21]=2)=[CH:18][N:19]=1)=[O:7])([CH3:4])([CH3:3])[CH3:2].[CH3:35][O:36][C:37](=[O:68])[NH:38][CH:39]([C:43]([N:45]1[CH:51]([C:52]2[NH:53][C:54]([C:57]3[CH:66]=[CH:65][C:64]4[C:59](=[CH:60][CH:61]=[C:62](Br)[CH:63]=4)[CH:58]=3)=[CH:55][N:56]=2)[CH2:50][C:47]2([CH2:49][CH2:48]2)[CH2:46]1)=[O:44])[CH:40]([CH3:42])[CH3:41].C([O-])([O-])=O.[K+].[K+]. The catalyst is C1C=CC([P]([Pd]([P](C2C=CC=CC=2)(C2C=CC=CC=2)C2C=CC=CC=2)([P](C2C=CC=CC=2)(C2C=CC=CC=2)C2C=CC=CC=2)[P](C2C=CC=CC=2)(C2C=CC=CC=2)C2C=CC=CC=2)(C2C=CC=CC=2)C2C=CC=CC=2)=CC=1. The product is [C:1]([O:5][C:6]([N:8]1[CH2:12][CH:11]([C:13]#[N:14])[CH2:10][CH:9]1[C:15]1[NH:16][C:17]([C:20]2[CH:25]=[CH:24][C:23]([C:62]3[CH:61]=[CH:60][C:59]4[C:64](=[CH:65][CH:66]=[C:57]([C:54]5[NH:53][C:52]([CH:51]6[CH2:50][C:47]7([CH2:48][CH2:49]7)[CH2:46][N:45]6[C:43](=[O:44])[CH:39]([NH:38][C:37]([O:36][CH3:35])=[O:68])[CH:40]([CH3:42])[CH3:41])=[N:56][CH:55]=5)[CH:58]=4)[CH:63]=3)=[CH:22][CH:21]=2)=[CH:18][N:19]=1)=[O:7])([CH3:3])([CH3:4])[CH3:2]. The yield is 0.680. (5) The reactants are [NH2:1][C:2]1[CH:3]=[C:4]2[C:8](=[CH:9][CH:10]=1)[NH:7][CH:6]=[CH:5]2.[C:11]([O:15][C:16](O[C:16]([O:15][C:11]([CH3:14])([CH3:13])[CH3:12])=[O:17])=[O:17])([CH3:14])([CH3:13])[CH3:12]. The catalyst is C(#N)C.CN(C1C=CN=CC=1)C. The product is [C:11]([O:15][C:16]([NH:1][C:2]1[CH:3]=[C:4]2[C:8](=[CH:9][CH:10]=1)[N:7]([C:16]([O:15][C:11]([CH3:14])([CH3:13])[CH3:12])=[O:17])[CH:6]=[CH:5]2)=[O:17])([CH3:14])([CH3:13])[CH3:12]. The yield is 0.940. (6) The reactants are [Cl:1][C:2]1[N:7]=[C:6](Cl)[CH:5]=[C:4]([C:9]([O:11][CH3:12])=[O:10])[N:3]=1.[CH3:13][C:14](C)([O-:16])C.[K+].[CH2:19](O)C. No catalyst specified. The product is [Cl:1][C:2]1[N:3]=[C:4]([C:9]([O:11][CH2:12][CH3:19])=[O:10])[CH:5]=[C:6]([O:16][CH2:14][CH3:13])[N:7]=1. The yield is 0.430. (7) The reactants are [CH3:1][N:2]([C:6]1[CH:11]=[CH:10][CH:9]=[CH:8][CH:7]=1)[C:3](=[O:5])[CH3:4].[S:12]([Cl:16])(=O)(=[O:14])[OH:13]. The catalyst is ClCCl.O. The product is [CH3:1][N:2]([C:6]1[CH:11]=[CH:10][C:9]([S:12]([Cl:16])(=[O:14])=[O:13])=[CH:8][CH:7]=1)[C:3](=[O:5])[CH3:4]. The yield is 0.110. (8) The reactants are Cl[C:2]1[N:7]=[C:6]([NH2:8])[CH:5]=[CH:4][N:3]=1.[CH:9]1([N:14]2[CH2:19][CH2:18][NH:17][CH2:16][CH2:15]2)[CH2:13][CH2:12][CH2:11][CH2:10]1. The yield is 0.510. The catalyst is CN(C=O)C. The product is [CH:9]1([N:14]2[CH2:15][CH2:16][N:17]([C:2]3[N:7]=[C:6]([NH2:8])[CH:5]=[CH:4][N:3]=3)[CH2:18][CH2:19]2)[CH2:10][CH2:11][CH2:12][CH2:13]1.